This data is from Reaction yield outcomes from USPTO patents with 853,638 reactions. The task is: Predict the reaction yield, written as a fraction of the theoretical maximum amount of product (1.0 means a 100% yield; for example, 0.34 means a 34% yield). The reactants are CS(O)(=O)=O.[NH2:6][CH2:7][C:8]1[CH:9]=[C:10]2[C:14](=[CH:15][CH:16]=1)[C:13](=[O:17])[N:12]([CH:18]1[CH2:23][CH2:22][C:21](=[O:24])[NH:20][C:19]1=[O:25])[CH2:11]2.[CH3:26][O:27][C:28]1[CH:33]=[CH:32][C:31]([N:34]=[C:35]=[O:36])=[CH:30][CH:29]=1.Cl. The catalyst is C(#N)C. The product is [O:25]=[C:19]1[CH:18]([N:12]2[CH2:11][C:10]3[C:14](=[CH:15][CH:16]=[C:8]([CH2:7][NH:6][C:35]([NH:34][C:31]4[CH:32]=[CH:33][C:28]([O:27][CH3:26])=[CH:29][CH:30]=4)=[O:36])[CH:9]=3)[C:13]2=[O:17])[CH2:23][CH2:22][C:21](=[O:24])[NH:20]1. The yield is 0.840.